From a dataset of Full USPTO retrosynthesis dataset with 1.9M reactions from patents (1976-2016). Predict the reactants needed to synthesize the given product. (1) Given the product [F:30][C:31]1[CH:36]=[CH:35][C:34]([NH:37][C:38]([NH:1][C:2]2[CH:7]=[CH:6][C:5]([NH:8][C:9]3[C:18]4[CH2:17][N:16]([CH2:19][C:20]5[CH:25]=[CH:24][C:23]([O:26][CH3:27])=[CH:22][CH:21]=5)[C:15](=[O:28])[NH:14][C:13]=4[N:12]=[CH:11][CH:10]=3)=[CH:4][CH:3]=2)=[O:39])=[C:33]([C:40]([F:41])([F:42])[F:43])[CH:32]=1, predict the reactants needed to synthesize it. The reactants are: [NH2:1][C:2](=C)/[CH:3]=[CH:4]/[C:5](/[NH:8][C:9]1[C:18]2[CH2:17][N:16]([CH2:19][C:20]3[CH:25]=[CH:24][C:23]([O:26][CH3:27])=[CH:22][CH:21]=3)[C:15](=[O:28])[NH:14][C:13]=2[N:12]=[CH:11][CH:10]=1)=[CH:6]/[CH3:7].[F:30][C:31]1[CH:36]=[CH:35][C:34]([N:37]=[C:38]=[O:39])=[C:33]([C:40]([F:43])([F:42])[F:41])[CH:32]=1. (2) Given the product [N:3]1([CH2:9][C:10]([OH:12])=[O:11])[CH:7]=[CH:6][CH:5]=[CH:4]1, predict the reactants needed to synthesize it. The reactants are: [OH-].[K+].[NH:3]1[CH:7]=[CH:6][CH:5]=[CH:4]1.Br[CH2:9][C:10]([O:12]CC)=[O:11].Cl. (3) Given the product [CH:1]([O:4][C:5]1[CH:10]=[CH:9][C:8]([C:11]2[N:15]=[C:14]([C:16]3[CH:21]=[CH:20][C:19]([CH2:22][CH2:23][C:24]([OH:26])=[O:25])=[CH:18][C:17]=3[CH3:28])[O:13][N:12]=2)=[CH:7][C:6]=1[C:29]([F:30])([F:31])[F:32])([CH3:3])[CH3:2], predict the reactants needed to synthesize it. The reactants are: [CH:1]([O:4][C:5]1[CH:10]=[CH:9][C:8]([C:11]2[N:15]=[C:14]([C:16]3[CH:21]=[CH:20][C:19]([CH2:22][CH2:23][C:24]([O:26]C)=[O:25])=[CH:18][C:17]=3[CH3:28])[O:13][N:12]=2)=[CH:7][C:6]=1[C:29]([F:32])([F:31])[F:30])([CH3:3])[CH3:2].[OH-].[Na+]. (4) Given the product [CH2:7]([O:1][CH2:2][CH:3]([CH2:5][OH:6])[OH:4])[CH2:8][CH2:9][CH2:10][CH2:11][CH2:12][CH2:13][CH2:14][CH2:15][CH3:16].[CH3:2][CH2:3][O:18][CH2:7][CH3:8], predict the reactants needed to synthesize it. The reactants are: [OH:1][CH2:2][CH:3]([CH2:5][OH:6])[OH:4].[C:7]([OH:18])(=O)[CH2:8][CH2:9][CH2:10][CH2:11][CH2:12][CH2:13][CH2:14][CH2:15][CH3:16].